The task is: Predict the reactants needed to synthesize the given product.. This data is from Full USPTO retrosynthesis dataset with 1.9M reactions from patents (1976-2016). (1) The reactants are: C(OC(=O)[NH:7][CH2:8][CH2:9][N:10]([CH2:29][C:30]1[CH:35]=[CH:34][C:33]([Cl:36])=[CH:32][CH:31]=1)[C:11]([CH:13]1[CH2:18][CH2:17][N:16]([C:19]2[C:28]3[C:23](=[CH:24][CH:25]=[CH:26][CH:27]=3)[N:22]=[CH:21][N:20]=2)[CH2:15][CH2:14]1)=[O:12])(C)(C)C.[ClH:38]. Given the product [ClH:36].[ClH:38].[NH2:7][CH2:8][CH2:9][N:10]([CH2:29][C:30]1[CH:35]=[CH:34][C:33]([Cl:36])=[CH:32][CH:31]=1)[C:11]([CH:13]1[CH2:14][CH2:15][N:16]([C:19]2[C:28]3[C:23](=[CH:24][CH:25]=[CH:26][CH:27]=3)[N:22]=[CH:21][N:20]=2)[CH2:17][CH2:18]1)=[O:12], predict the reactants needed to synthesize it. (2) The reactants are: [Cl:1][C:2]1[C:9]([CH3:10])=[C:8]([NH:11][C@@H:12]([C:16]2[O:17][C:18]([C:21]3[CH:26]=[CH:25][C:24]([OH:27])=[CH:23][CH:22]=3)=[N:19][N:20]=2)[C@@H:13]([OH:15])[CH3:14])[CH:7]=[CH:6][C:3]=1[C:4]#[N:5].[C:28](Cl)(=[O:35])[C:29]1[CH:34]=[CH:33][CH:32]=[CH:31][CH:30]=1. Given the product [C:28]([O:27][C:24]1[CH:23]=[CH:22][C:21]([C:18]2[O:17][C:16]([C@H:12]([NH:11][C:8]3[CH:7]=[CH:6][C:3]([C:4]#[N:5])=[C:2]([Cl:1])[C:9]=3[CH3:10])[C@@H:13]([O:15][C:18](=[O:17])[C:21]3[CH:26]=[CH:25][CH:24]=[CH:23][CH:22]=3)[CH3:14])=[N:20][N:19]=2)=[CH:26][CH:25]=1)(=[O:35])[C:29]1[CH:34]=[CH:33][CH:32]=[CH:31][CH:30]=1, predict the reactants needed to synthesize it. (3) Given the product [CH2:4]([N:11]([CH2:1][P:16]([O:21][CH2:22][CH3:23])([O:18][CH2:19][CH3:20])=[O:17])[CH2:12][CH2:13][CH2:14][Cl:15])[C:5]1[CH:10]=[CH:9][CH:8]=[CH:7][CH:6]=1, predict the reactants needed to synthesize it. The reactants are: [CH2:1]=O.Cl.[CH2:4]([NH:11][CH2:12][CH2:13][CH2:14][Cl:15])[C:5]1[CH:10]=[CH:9][CH:8]=[CH:7][CH:6]=1.[P:16]([O-])([O:21][CH2:22][CH3:23])([O:18][CH2:19][CH3:20])=[O:17].